From a dataset of NCI-60 drug combinations with 297,098 pairs across 59 cell lines. Regression. Given two drug SMILES strings and cell line genomic features, predict the synergy score measuring deviation from expected non-interaction effect. (1) Drug 1: CN1C(=O)N2C=NC(=C2N=N1)C(=O)N. Drug 2: C1=CC=C(C=C1)NC(=O)CCCCCCC(=O)NO. Cell line: HCT116. Synergy scores: CSS=24.7, Synergy_ZIP=-0.308, Synergy_Bliss=0.279, Synergy_Loewe=-43.3, Synergy_HSA=-5.00. (2) Drug 1: CC(C)(C#N)C1=CC(=CC(=C1)CN2C=NC=N2)C(C)(C)C#N. Drug 2: C1CC(=O)NC(=O)C1N2C(=O)C3=CC=CC=C3C2=O. Cell line: EKVX. Synergy scores: CSS=-0.332, Synergy_ZIP=0.187, Synergy_Bliss=1.31, Synergy_Loewe=-1.32, Synergy_HSA=-0.137. (3) Drug 1: CC1=CC=C(C=C1)C2=CC(=NN2C3=CC=C(C=C3)S(=O)(=O)N)C(F)(F)F. Drug 2: C1CN(CCN1C(=O)CCBr)C(=O)CCBr. Cell line: MDA-MB-231. Synergy scores: CSS=4.97, Synergy_ZIP=-0.889, Synergy_Bliss=5.31, Synergy_Loewe=1.14, Synergy_HSA=3.38. (4) Synergy scores: CSS=1.89, Synergy_ZIP=1.29, Synergy_Bliss=4.79, Synergy_Loewe=0.368, Synergy_HSA=0.730. Drug 2: CC(C)NC(=O)C1=CC=C(C=C1)CNNC.Cl. Drug 1: CN(C(=O)NC(C=O)C(C(C(CO)O)O)O)N=O. Cell line: LOX IMVI. (5) Drug 1: C1=NC2=C(N=C(N=C2N1C3C(C(C(O3)CO)O)O)F)N. Drug 2: CN1C(=O)N2C=NC(=C2N=N1)C(=O)N. Cell line: MALME-3M. Synergy scores: CSS=1.57, Synergy_ZIP=1.73, Synergy_Bliss=3.06, Synergy_Loewe=-13.3, Synergy_HSA=-2.94.